Task: Predict which catalyst facilitates the given reaction.. Dataset: Catalyst prediction with 721,799 reactions and 888 catalyst types from USPTO (1) Reactant: Br[C:2]1[CH:7]=[CH:6][C:5]([O:8][C:9]([F:12])([F:11])[F:10])=[CH:4][CH:3]=1.C([Li])CCC.CN(OC)[C:20]([CH:22]1[CH2:27][CH2:26][N:25]([CH2:28][C:29]2[CH:34]=[CH:33][CH:32]=[CH:31][CH:30]=2)[CH2:24][CH2:23]1)=[O:21].[Cl-].[NH4+]. Product: [CH2:28]([N:25]1[CH2:26][CH2:27][CH:22]([C:20](=[O:21])[C:2]2[CH:7]=[CH:6][C:5]([O:8][C:9]([F:12])([F:11])[F:10])=[CH:4][CH:3]=2)[CH2:23][CH2:24]1)[C:29]1[CH:34]=[CH:33][CH:32]=[CH:31][CH:30]=1. The catalyst class is: 1. (2) Reactant: Br[C:2]1[CH:7]=[C:6]([NH:8][C:9](=[O:18])[C:10]2[C:15]([Cl:16])=[CH:14][CH:13]=[CH:12][C:11]=2[Cl:17])[CH:5]=[CH:4][N:3]=1.[NH2:19][C:20]1[N:25]=[CH:24][CH:23]=[CH:22][N:21]=1.CC1(C)C2C(=C(P(C3C=CC=CC=3)C3C=CC=CC=3)C=CC=2)OC2C(P(C3C=CC=CC=3)C3C=CC=CC=3)=CC=CC1=2.C([O-])([O-])=O.[Cs+].[Cs+]. Product: [Cl:17][C:11]1[CH:12]=[CH:13][CH:14]=[C:15]([Cl:16])[C:10]=1[C:9]([NH:8][C:6]1[CH:5]=[CH:4][N:3]=[C:2]([NH:19][C:20]2[N:25]=[CH:24][CH:23]=[CH:22][N:21]=2)[CH:7]=1)=[O:18]. The catalyst class is: 102. (3) Reactant: ClC(Cl)(O[C:5](=[O:11])OC(Cl)(Cl)Cl)Cl.[NH2:13][C:14]1[CH:23]=[CH:22][C:21]([C:24]([C:26]2[N:34]3[C:29]([CH:30]=[CH:31][CH:32]=[CH:33]3)=[C:28]([O:35][CH3:36])[C:27]=2[CH3:37])=[O:25])=[CH:20][C:15]=1[C:16](OC)=[O:17].O.[NH2:39][NH2:40].C(N(CC)CC)C. Product: [NH2:39][N:40]1[C:16](=[O:17])[C:15]2[C:14](=[CH:23][CH:22]=[C:21]([C:24]([C:26]3[N:34]4[C:29]([CH:30]=[CH:31][CH:32]=[CH:33]4)=[C:28]([O:35][CH3:36])[C:27]=3[CH3:37])=[O:25])[CH:20]=2)[NH:13][C:5]1=[O:11]. The catalyst class is: 38. (4) Reactant: [OH:1][C:2]1[CH:9]=[CH:8][C:5]([CH:6]=[O:7])=[CH:4][CH:3]=1.C1(P(C2C=CC=CC=2)C2C=CC=CC=2)C=CC=CC=1.[CH2:29]([O:32][CH2:33][CH2:34][CH2:35][CH2:36]O)[C:30]#[CH:31].N(C(OC(C)C)=O)=NC(OC(C)C)=O. Product: [CH2:29]([O:32][CH2:33][CH2:34][CH2:35][CH2:36][O:1][C:2]1[CH:9]=[CH:8][C:5]([CH:6]=[O:7])=[CH:4][CH:3]=1)[C:30]#[CH:31]. The catalyst class is: 269. (5) Reactant: [Cl:1][C:2]1[CH:3]=[C:4]([CH:8]=[N:9][C:10]([O:12][Si](C)(C)C)=[CH2:11])[CH:5]=[CH:6][CH:7]=1.C(OC([N:24]1[C:32]2[C:27](=[CH:28][CH:29]=[C:30]([Cl:33])[CH:31]=2)/[C:26](=[CH:34]/[C:35]2[CH:40]=[C:39]([Br:41])[CH:38]=[CH:37][C:36]=2[O:42][CH:43]2[CH2:48][CH2:47][N:46]([C:49]([O:51][C:52]([CH3:55])([CH3:54])[CH3:53])=[O:50])[CH2:45][CH2:44]2)/[C:25]1=[O:56])=O)(C)(C)C. Product: [Br:41][C:39]1[CH:38]=[CH:37][C:36]([O:42][CH:43]2[CH2:44][CH2:45][N:46]([C:49]([O:51][C:52]([CH3:55])([CH3:54])[CH3:53])=[O:50])[CH2:47][CH2:48]2)=[C:35]([CH:34]2[CH2:12][C:10](=[O:11])[NH:9][CH:8]([C:4]3[CH:5]=[CH:6][CH:7]=[C:2]([Cl:1])[CH:3]=3)[C:26]32[C:27]2[C:32](=[CH:31][C:30]([Cl:33])=[CH:29][CH:28]=2)[NH:24][C:25]3=[O:56])[CH:40]=1. The catalyst class is: 11. (6) Reactant: [CH:1]1([C:4]([N:6]2[CH2:11][CH2:10][N:9]([C:12]([C:14]3[CH:19]=[CH:18][C:17]([CH:20]4[C:25]5=[N:26][NH:27][C:28](=[O:33])[C:29]6[CH:30]=[CH:31][CH:32]=[C:23]([C:24]=65)[NH:22][CH:21]4[C:34]4[CH:39]=[CH:38][C:37]([CH:40](OCC)[O:41]CC)=[CH:36][CH:35]=4)=[CH:16][CH:15]=3)=[O:13])[CH2:8][CH2:7]2)=[O:5])[CH2:3][CH2:2]1.C(=O)([O-])[O-].[K+].[K+]. Product: [CH:1]1([C:4]([N:6]2[CH2:7][CH2:8][N:9]([C:12]([C:14]3[CH:15]=[CH:16][C:17]([CH:20]4[C:25]5=[N:26][NH:27][C:28](=[O:33])[C:29]6[CH:30]=[CH:31][CH:32]=[C:23]([C:24]=65)[NH:22][CH:21]4[C:34]4[CH:39]=[CH:38][C:37]([CH:40]=[O:41])=[CH:36][CH:35]=4)=[CH:18][CH:19]=3)=[O:13])[CH2:10][CH2:11]2)=[O:5])[CH2:3][CH2:2]1. The catalyst class is: 33.